This data is from Catalyst prediction with 721,799 reactions and 888 catalyst types from USPTO. The task is: Predict which catalyst facilitates the given reaction. (1) The catalyst class is: 12. Product: [Cl:1][C:14]1[CH:9]=[CH:10][C:11]([C:15]2[N:20]=[C:19]([O:21][CH2:22][CH3:23])[N:18]=[C:17]([NH:24][C:25]3[CH:30]=[CH:29][CH:28]=[C:27]([C:31]([F:33])([F:34])[F:32])[CH:26]=3)[N:16]=2)=[CH:12][CH:13]=1. Reactant: [Cl:1]C1C=NN=NC=1.Cl[C:9]1[CH:10]=[C:11]([C:15]2[N:20]=[C:19]([O:21][CH2:22][CH3:23])[N:18]=[C:17]([NH:24][C:25]3[CH:30]=[CH:29][CH:28]=[C:27]([C:31]([F:34])([F:33])[F:32])[CH:26]=3)[N:16]=2)[CH:12]=[CH:13][CH:14]=1.C1(P(C2C=CC=CC=2)C2C=CC=CC=2)C=CC=CC=1.C([O-])([O-])=O.[Na+].[Na+]. (2) Reactant: C(OC(=O)C[C@@H](C([N:16]1[C@@H:20]([CH:21]([CH3:23])[CH3:22])[CH2:19][O:18][C:17]1=[O:24])=O)CCCCC)(C)(C)C.OO.O[Li].O.[O-]S([O-])=O.[Na+].[Na+]. Product: [CH:21]([C@H:20]1[CH2:19][O:18][C:17](=[O:24])[NH:16]1)([CH3:23])[CH3:22]. The catalyst class is: 20. (3) Reactant: [CH2:1]([N:8]([CH3:65])[CH:9]1[CH2:14][CH2:13][CH:12]([NH:15][C:16]([C:18]2[CH:23]=[CH:22][C:21]([C:24]3[CH:29]=[CH:28][C:27]([CH2:30][C@H:31]([NH:46][C:47]([C@H:49]4[CH2:54][CH2:53][C@H:52]([CH2:55][NH:56]C(=O)OC(C)(C)C)[CH2:51][CH2:50]4)=[O:48])[C:32](=[O:45])[NH:33][C:34]4[CH:39]=[CH:38][C:37]([C:40]5[NH:44][N:43]=[N:42][N:41]=5)=[CH:36][CH:35]=4)=[CH:26][CH:25]=3)=[C:20]([CH3:64])[CH:19]=2)=[O:17])[CH2:11][CH2:10]1)[C:2]1[CH:7]=[CH:6][CH:5]=[CH:4][CH:3]=1.[ClH:66]. Product: [ClH:66].[NH2:56][CH2:55][C@H:52]1[CH2:51][CH2:50][C@H:49]([C:47]([NH:46][C@H:31]([C:32](=[O:45])[NH:33][C:34]2[CH:35]=[CH:36][C:37]([C:40]3[NH:44][N:43]=[N:42][N:41]=3)=[CH:38][CH:39]=2)[CH2:30][C:27]2[CH:28]=[CH:29][C:24]([C:21]3[CH:22]=[CH:23][C:18]([C:16]([NH:15][CH:12]4[CH2:11][CH2:10][CH:9]([N:8]([CH2:1][C:2]5[CH:7]=[CH:6][CH:5]=[CH:4][CH:3]=5)[CH3:65])[CH2:14][CH2:13]4)=[O:17])=[CH:19][C:20]=3[CH3:64])=[CH:25][CH:26]=2)=[O:48])[CH2:54][CH2:53]1. The catalyst class is: 12. (4) Product: [F:1][C:2]1[CH:7]=[CH:6][CH:5]=[C:4]([F:8])[C:3]=1[C:9]([F:14])([F:13])[C:10]([Cl:18])=[O:11]. The catalyst class is: 59. Reactant: [F:1][C:2]1[CH:7]=[CH:6][CH:5]=[C:4]([F:8])[C:3]=1[C:9]([F:14])([F:13])[C:10](O)=[O:11].C(Cl)(=O)C([Cl:18])=O.